This data is from TCR-epitope binding with 47,182 pairs between 192 epitopes and 23,139 TCRs. The task is: Binary Classification. Given a T-cell receptor sequence (or CDR3 region) and an epitope sequence, predict whether binding occurs between them. (1) The epitope is VVYRGTTTY. The TCR CDR3 sequence is CASSLADGGSYNEQFF. Result: 1 (the TCR binds to the epitope). (2) The epitope is FLKEKGGL. The TCR CDR3 sequence is CASSLYRANTGELFF. Result: 0 (the TCR does not bind to the epitope).